The task is: Predict the reactants needed to synthesize the given product.. This data is from Retrosynthesis with 50K atom-mapped reactions and 10 reaction types from USPTO. (1) The reactants are: Cc1ccc2c(c1)CCCN2.O=C(O)c1cccnc1Oc1ccc(F)c(Cl)c1. Given the product Cc1ccc2c(c1)CCCN2C(=O)c1cccnc1Oc1ccc(F)c(Cl)c1, predict the reactants needed to synthesize it. (2) Given the product C(=Cc1nc(COc2ccc(CCCCn3ccnn3)cc2)co1)c1ccc2c(c1)OCO2, predict the reactants needed to synthesize it. The reactants are: ClCc1coc(C=Cc2ccc3c(c2)OCO3)n1.Oc1ccc(CCCCn2ccnn2)cc1.